Dataset: Reaction yield outcomes from USPTO patents with 853,638 reactions. Task: Predict the reaction yield, written as a fraction of the theoretical maximum amount of product (1.0 means a 100% yield; for example, 0.34 means a 34% yield). (1) The reactants are [CH3:1][C:2]1[N:23]([CH3:24])[C:5]2=[N:6][C:7]([CH3:22])=[C:8]([CH2:17][C:18]([O:20][CH3:21])=[O:19])[C:9]([C:10]3[CH:15]=[CH:14][C:13]([CH3:16])=[CH:12][CH:11]=3)=[C:4]2[N:3]=1.[Li+].C[Si]([N-][Si](C)(C)C)(C)C.[CH2:35]1[CH2:39]OC[CH2:36]1.ICCC. The catalyst is CN(C=O)C. The product is [CH3:1][C:2]1[N:23]([CH3:24])[C:5]2=[N:6][C:7]([CH3:22])=[C:8]([CH:17]([CH2:36][CH2:35][CH3:39])[C:18]([O:20][CH3:21])=[O:19])[C:9]([C:10]3[CH:11]=[CH:12][C:13]([CH3:16])=[CH:14][CH:15]=3)=[C:4]2[N:3]=1. The yield is 0.640. (2) The reactants are [C:1]([NH:24][C:25]1[CH:26]=[CH:27][C:28]([OH:35])=[C:29]([CH:34]=1)[C:30]([O:32]C)=[O:31])(=[O:23])[CH2:2][CH2:3][CH:4]=[CH:5][CH2:6][CH:7]=[CH:8][CH2:9][CH:10]=[CH:11][CH2:12][CH:13]=[CH:14][CH2:15][CH:16]=[CH:17][CH2:18][CH:19]=[CH:20][CH2:21][CH3:22].Cl. The catalyst is [OH-].[Na+].CO. The product is [C:1]([NH:24][C:25]1[CH:26]=[CH:27][C:28]([OH:35])=[C:29]([CH:34]=1)[C:30]([OH:32])=[O:31])(=[O:23])[CH2:2][CH2:3][CH:4]=[CH:5][CH2:6][CH:7]=[CH:8][CH2:9][CH:10]=[CH:11][CH2:12][CH:13]=[CH:14][CH2:15][CH:16]=[CH:17][CH2:18][CH:19]=[CH:20][CH2:21][CH3:22]. The yield is 0.900.